This data is from Catalyst prediction with 721,799 reactions and 888 catalyst types from USPTO. The task is: Predict which catalyst facilitates the given reaction. Reactant: O[NH:2][C:3]([C:5]1[CH:10]=[N:9][N:8]2[CH:11]=[CH:12][CH:13]=[C:7]2[C:6]=1[NH:14][CH:15]1[CH2:20][CH2:19][CH2:18][CH2:17][CH:16]1[CH3:21])=[NH:4]. Product: [CH3:21][CH:16]1[CH2:17][CH2:18][CH2:19][CH2:20][CH:15]1[NH:14][C:6]1[C:7]2[N:8]([CH:11]=[CH:12][CH:13]=2)[N:9]=[CH:10][C:5]=1[C:3](=[NH:2])[NH2:4]. The catalyst class is: 171.